Dataset: Aqueous solubility values for 9,982 compounds from the AqSolDB database. Task: Regression/Classification. Given a drug SMILES string, predict its absorption, distribution, metabolism, or excretion properties. Task type varies by dataset: regression for continuous measurements (e.g., permeability, clearance, half-life) or binary classification for categorical outcomes (e.g., BBB penetration, CYP inhibition). For this dataset (solubility_aqsoldb), we predict Y. The Y is -3.93 log mol/L. The drug is CC(=O)OC(C)(C)C1CC=C(C)CC1.